Dataset: Catalyst prediction with 721,799 reactions and 888 catalyst types from USPTO. Task: Predict which catalyst facilitates the given reaction. Reactant: [NH2:1][C:2]1[CH:9]=[CH:8][CH:7]=[C:6](/[CH:10]=[CH:11]/[CH2:12][O:13][CH3:14])[C:3]=1[C:4]#[N:5].[NH2:15][S:16](Cl)(=[O:18])=[O:17]. Product: [S:16]([NH:1][C:2]1[CH:9]=[CH:8][CH:7]=[C:6](/[CH:10]=[CH:11]/[CH2:12][O:13][CH3:14])[C:3]=1[C:4]#[N:5])(=[O:18])(=[O:17])[NH2:15]. The catalyst class is: 474.